Dataset: Forward reaction prediction with 1.9M reactions from USPTO patents (1976-2016). Task: Predict the product of the given reaction. (1) Given the reactants [C:1]([O:5][C:6]([NH:8][C@@H:9]([CH2:13][CH:14]([N:16]([CH3:18])[CH3:17])[CH3:15])[C:10]([OH:12])=[O:11])=[O:7])([CH3:4])([CH3:3])[CH3:2].CN1CCOCC1.ClC(O[CH2:30][CH:31]([CH3:33])[CH3:32])=O.[OH-].[NH4+], predict the reaction product. The product is: [CH2:30]([O:11][C:10](=[O:12])[C@@H:9]([NH:8][C:6]([O:5][C:1]([CH3:3])([CH3:2])[CH3:4])=[O:7])[CH2:13][CH:14]([N:16]([CH3:18])[CH3:17])[CH3:15])[CH:31]([CH3:33])[CH3:32]. (2) Given the reactants Br[C:2]1[CH:8]=[CH:7][C:5]([NH2:6])=[CH:4][CH:3]=1.[CH3:9][N:10]1[CH:14]=[C:13](B2OC(C)(C)C(C)(C)O2)[CH:12]=[N:11]1.C(=O)([O-])[O-].[K+].[K+], predict the reaction product. The product is: [CH3:9][N:10]1[CH:14]=[C:13]([C:2]2[CH:8]=[CH:7][C:5]([NH2:6])=[CH:4][CH:3]=2)[CH:12]=[N:11]1. (3) Given the reactants Cl[C:2]1[O:3][C:4]2[C:5](=[C:7]([C:19]#[N:20])[C:8]([CH3:18])=[C:9]([C:12]3[CH:17]=[CH:16][CH:15]=[CH:14][CH:13]=3)[C:10]=2[F:11])[N:6]=1.[CH:21]([N:24](CC)C(C)C)(C)C.CN, predict the reaction product. The product is: [F:11][C:10]1[C:9]([C:12]2[CH:17]=[CH:16][CH:15]=[CH:14][CH:13]=2)=[C:8]([CH3:18])[C:7]([C:19]#[N:20])=[C:5]2[C:4]=1[O:3][C:2]([NH:24][CH3:21])=[N:6]2. (4) Given the reactants [CH2:1]([N:9]1[CH:14]2[CH2:15][CH2:16][CH:10]1[CH2:11][CH:12]([N:17]1[C:30]3[CH:29]=[CH:28][C:27]([C:31]#[N:32])=[CH:26][C:25]=3[S:24][C:23]3[C:18]1=[CH:19][CH:20]=[CH:21][CH:22]=3)[CH2:13]2)[CH2:2][C:3]1[CH:8]=[CH:7][CH:6]=[CH:5][CH:4]=1.C[Si]([N:37]=[N+:38]=[N-:39])(C)C.C([Sn](=O)CCCC)CCC, predict the reaction product. The product is: [CH2:1]([N:9]1[CH:14]2[CH2:15][CH2:16][CH:10]1[CH2:11][CH:12]([N:17]1[C:30]3[CH:29]=[CH:28][C:27]([C:31]4[NH:39][N:38]=[N:37][N:32]=4)=[CH:26][C:25]=3[S:24][C:23]3[C:18]1=[CH:19][CH:20]=[CH:21][CH:22]=3)[CH2:13]2)[CH2:2][C:3]1[CH:8]=[CH:7][CH:6]=[CH:5][CH:4]=1. (5) Given the reactants C([O:3][C:4]([C:6]1[CH:11]=[CH:10][C:9](=[O:12])[N:8]([C:13]2[CH:18]=[CH:17][C:16]([CH3:19])=[CH:15][CH:14]=2)[CH:7]=1)=[O:5])C.[OH-].[Li+].Cl, predict the reaction product. The product is: [O:12]=[C:9]1[N:8]([C:13]2[CH:18]=[CH:17][C:16]([CH3:19])=[CH:15][CH:14]=2)[CH:7]=[C:6]([C:4]([OH:5])=[O:3])[CH:11]=[CH:10]1. (6) Given the reactants [Si]([O:8][CH2:9][C@H:10]1[CH2:14][CH2:13][N:12]([C@@H](C2C=CC=CC=2)C)[CH2:11]1)(C(C)(C)C)(C)C.ClC(OC(Cl)C)=O.C(N(C(C)C)CC)(C)C.[C:47](O[C:47]([O:49][C:50]([CH3:53])([CH3:52])[CH3:51])=[O:48])([O:49][C:50]([CH3:53])([CH3:52])[CH3:51])=[O:48], predict the reaction product. The product is: [OH:8][CH2:9][C@H:10]1[CH2:14][CH2:13][N:12]([C:47]([O:49][C:50]([CH3:51])([CH3:52])[CH3:53])=[O:48])[CH2:11]1. (7) Given the reactants [S:1]([Cl:5])(Cl)(=[O:3])=[O:2].CN(C=O)C.[CH3:11][O:12][CH2:13][CH2:14][C:15]1[S:16][CH:17]=[CH:18][C:19]=1[CH3:20], predict the reaction product. The product is: [CH3:11][O:12][CH2:13][CH2:14][C:15]1[S:16][C:17]([S:1]([Cl:5])(=[O:3])=[O:2])=[CH:18][C:19]=1[CH3:20]. (8) Given the reactants [O:1]1[C:5]2[CH:6]=[CH:7][C:8]([C:10]3[S:11][CH:12]=[C:13]([C:15]([OH:17])=O)[N:14]=3)=[CH:9][C:4]=2[CH2:3][CH2:2]1.[CH3:18][O:19][CH2:20][C:21]1[O:25][N:24]=[C:23]([NH2:26])[N:22]=1, predict the reaction product. The product is: [O:1]1[C:5]2[CH:6]=[CH:7][C:8]([C:10]3[S:11][CH:12]=[C:13]([C:15]([NH:26][C:23]4[N:22]=[C:21]([CH2:20][O:19][CH3:18])[O:25][N:24]=4)=[O:17])[N:14]=3)=[CH:9][C:4]=2[CH2:3][CH2:2]1. (9) Given the reactants [NH2:1][C:2]1[N:10]=[C:9]([O:11][CH2:12][CH2:13][O:14][CH3:15])[N:8]=[C:7]2[C:3]=1[N:4]=[C:5]([O:25]C)[N:6]2[CH2:16][C:17]1[CH:18]=[C:19]([CH:22]=[CH:23][CH:24]=1)[C:20]#[N:21].Cl.[C:28](#N)[CH3:29], predict the reaction product. The product is: [NH2:1][C:2]1[N:10]=[C:9]([O:11][CH2:12][CH2:13][O:14][CH3:15])[N:8]=[C:7]2[C:3]=1[N:4]([CH2:28][CH3:29])[C:5](=[O:25])[N:6]2[CH2:16][C:17]1[CH:18]=[C:19]([CH:22]=[CH:23][CH:24]=1)[C:20]#[N:21]. (10) Given the reactants C([O:4][C:5]1[C:6](=[O:12])[CH:7]=[CH:8][C:9](=[O:11])[CH:10]=1)C=C.[CH3:13][C:14]([C:16]1[CH:21]=[CH:20][CH:19]=[CH:18][CH:17]=1)=[CH2:15].[CH:22](O)([CH3:24])[CH3:23], predict the reaction product. The product is: [CH2:24]([C:10]1[C:9](=[O:11])[C:8]2[CH:15]=[C:14]([CH3:13])[C:16]3[C:21]([C:7]=2[C:6](=[O:12])[C:5]=1[OH:4])=[CH:20][CH:19]=[CH:18][CH:17]=3)[CH:22]=[CH2:23].